This data is from Full USPTO retrosynthesis dataset with 1.9M reactions from patents (1976-2016). The task is: Predict the reactants needed to synthesize the given product. The reactants are: [O:1]1[CH2:6][CH2:5][CH2:4][CH2:3][CH:2]1[O:7][CH2:8][CH2:9][CH2:10][CH2:11][OH:12].[H-].[Na+].Cl[C:16]1[N:17]=[C:18]([C:28]2[CH:33]=[CH:32][CH:31]=[CH:30][CH:29]=2)[C:19]([C:22]2[CH:27]=[CH:26][CH:25]=[CH:24][CH:23]=2)=[N:20][CH:21]=1. Given the product [C:28]1([C:18]2[N:17]=[CH:16][C:21]([O:12][CH2:11][CH2:10][CH2:9][CH2:8][O:7][CH:2]3[CH2:3][CH2:4][CH2:5][CH2:6][O:1]3)=[N:20][C:19]=2[C:22]2[CH:23]=[CH:24][CH:25]=[CH:26][CH:27]=2)[CH:33]=[CH:32][CH:31]=[CH:30][CH:29]=1, predict the reactants needed to synthesize it.